Dataset: Catalyst prediction with 721,799 reactions and 888 catalyst types from USPTO. Task: Predict which catalyst facilitates the given reaction. Reactant: [O:1]1[C:5]2[C:6]3[C:7](=[CH:13][CH2:14][NH:15][C:16](=[O:18])[CH3:17])[CH2:8][CH2:9][C:10]=3[CH:11]=[CH:12][C:4]=2[N:3]=[CH:2]1. Product: [O:1]1[C:5]2[C:6]3[CH:7]([CH2:13][CH2:14][NH:15][C:16](=[O:18])[CH3:17])[CH2:8][CH2:9][C:10]=3[CH:11]=[CH:12][C:4]=2[N:3]=[CH:2]1. The catalyst class is: 129.